Dataset: Reaction yield outcomes from USPTO patents with 853,638 reactions. Task: Predict the reaction yield, written as a fraction of the theoretical maximum amount of product (1.0 means a 100% yield; for example, 0.34 means a 34% yield). (1) The reactants are [CH2:1]([C:3]([C:26]1[CH:31]=[CH:30][C:29](B2OC(C)(C)C(C)(C)O2)=[C:28]([CH3:41])[CH:27]=1)([C:6]1[CH:11]=[CH:10][C:9]([C:12]#[C:13][C:14]2([O:20][Si:21]([CH3:24])([CH3:23])[CH3:22])[CH2:19][CH2:18][CH2:17][CH2:16][CH2:15]2)=[C:8]([CH3:25])[CH:7]=1)[CH2:4][CH3:5])[CH3:2].[CH3:42][O:43][C:44](=[O:53])[CH2:45][C:46]1[CH:47]=[N:48][CH:49]=[C:50](Br)[CH:51]=1.P([O-])([O-])([O-])=O.[K+].[K+].[K+]. The catalyst is CN(C)C=O. The product is [CH3:42][O:43][C:44](=[O:53])[CH2:45][C:46]1[CH:47]=[N:48][CH:49]=[C:50]([C:29]2[CH:30]=[CH:31][C:26]([C:3]([CH2:4][CH3:5])([C:6]3[CH:11]=[CH:10][C:9]([C:12]#[C:13][C:14]4([O:20][Si:21]([CH3:23])([CH3:24])[CH3:22])[CH2:19][CH2:18][CH2:17][CH2:16][CH2:15]4)=[C:8]([CH3:25])[CH:7]=3)[CH2:1][CH3:2])=[CH:27][C:28]=2[CH3:41])[CH:51]=1. The yield is 0.620. (2) The reactants are [CH3:1][O:2][C:3](=[O:19])[C:4]1[CH:13]=[C:12]([O:14][CH:15]([CH3:17])[CH3:16])[CH:11]=[C:6]([C:7]([O:9][CH3:10])=[O:8])[C:5]=1[CH3:18].C1C(=O)N([Br:27])C(=O)C1.CC(N=NC(C#N)(C)C)(C#N)C. The catalyst is C(Cl)(Cl)(Cl)Cl. The product is [CH3:10][O:9][C:7](=[O:8])[C:6]1[CH:11]=[C:12]([O:14][CH:15]([CH3:16])[CH3:17])[CH:13]=[C:4]([C:3]([O:2][CH3:1])=[O:19])[C:5]=1[CH2:18][Br:27]. The yield is 0.930. (3) The reactants are C(O[C:6]([N:8]1[CH2:13][CH2:12][CH:11]([N:14]([CH2:20][C:21]2[CH:25]=[CH:24][S:23][CH:22]=2)[C:15]([NH:17][O:18][CH3:19])=[O:16])[CH2:10][CH2:9]1)=O)(C)(C)C.C(OC(N1CCC(NCC2C=CSC=2)CC1)=O)(C)(C)C.[O:46]=[C:47]1[C:55]2[C:50](=[CH:51][CH:52]=[CH:53][CH:54]=2)[C:49](=[O:56])[N:48]1[CH2:57][CH2:58]C=O.C(O[BH-](OC(=O)C)OC(=O)C)(=O)C.[Na+]. The catalyst is C(Cl)Cl.C(O)(C(F)(F)F)=O.C(O)(=O)C. The product is [O:46]=[C:47]1[C:55]2[C:50](=[CH:51][CH:52]=[CH:53][CH:54]=2)[C:49](=[O:56])[N:48]1[CH2:57][CH2:58][CH2:6][N:8]1[CH2:9][CH2:10][CH:11]([N:14]([CH2:20][C:21]2[CH:25]=[CH:24][S:23][CH:22]=2)[C:15]([NH:17][O:18][CH3:19])=[O:16])[CH2:12][CH2:13]1. The yield is 0.620.